This data is from CYP3A4 inhibition data for predicting drug metabolism from PubChem BioAssay. The task is: Regression/Classification. Given a drug SMILES string, predict its absorption, distribution, metabolism, or excretion properties. Task type varies by dataset: regression for continuous measurements (e.g., permeability, clearance, half-life) or binary classification for categorical outcomes (e.g., BBB penetration, CYP inhibition). Dataset: cyp3a4_veith. (1) The compound is CCOC(=O)Cc1csc(NC(=S)NC(=O)c2ccc(Cl)cc2)n1. The result is 1 (inhibitor). (2) The drug is Cc1ncc(CO)c(CN)c1O. The result is 0 (non-inhibitor). (3) The compound is O=C1CCCC=C1[C@@H](O)CCOCc1ccccc1. The result is 0 (non-inhibitor). (4) The drug is CCN(CC)CCCNC(=O)C1CCC(=O)N(c2ccc(OC)cc2)C1c1ccc(F)cc1. The result is 1 (inhibitor). (5) The compound is OCCSCc1cc(Cl)cc(Cl)c1O. The result is 0 (non-inhibitor).